This data is from Reaction yield outcomes from USPTO patents with 853,638 reactions. The task is: Predict the reaction yield, written as a fraction of the theoretical maximum amount of product (1.0 means a 100% yield; for example, 0.34 means a 34% yield). (1) The reactants are [NH2:1][C@@H:2]1[C:10]2[C:5](=[C:6]([C:11]3[N:15]=[C:14]([C:16]4[CH:17]=[CH:18][C:19]([O:24][CH:25]([CH3:27])[CH3:26])=[C:20]([CH:23]=4)[C:21]#[N:22])[O:13][N:12]=3)[CH:7]=[CH:8][CH:9]=2)[CH2:4][CH2:3]1.Cl[CH2:29][CH2:30][S:31](Cl)(=[O:33])=[O:32]. The product is [C:21]([C:20]1[CH:23]=[C:16]([C:14]2[O:13][N:12]=[C:11]([C:6]3[CH:7]=[CH:8][CH:9]=[C:10]4[C:5]=3[CH2:4][CH2:3][C@@H:2]4[NH:1][S:31]([CH:30]=[CH2:29])(=[O:33])=[O:32])[N:15]=2)[CH:17]=[CH:18][C:19]=1[O:24][CH:25]([CH3:27])[CH3:26])#[N:22]. The catalyst is C(Cl)Cl. The yield is 0.640. (2) The reactants are [CH2:1]([O:3][C:4]1[CH:9]=[CH:8][CH:7]=[CH:6][C:5]=1[CH2:10][CH2:11]O)[CH3:2].C1C=CC(P(C2C=CC=CC=2)C2C=CC=CC=2)=CC=1.N1C=CN=C1.[I:37]I. The catalyst is ClCCl. The product is [CH2:1]([O:3][C:4]1[CH:9]=[CH:8][CH:7]=[CH:6][C:5]=1[CH2:10][CH2:11][I:37])[CH3:2]. The yield is 0.610. (3) The reactants are Cl[C:2]1[CH:3]=[CH:4][C:5]2[N:11]3[CH2:12][C@H:8]([CH2:9][CH2:10]3)[N:7]([C:13]([NH:15][C:16]3[CH:17]=[N:18][CH:19]=[CH:20][CH:21]=3)=[O:14])[C:6]=2[N:22]=1.CC1(C)C(C)(C)OB([C:31]2[CH:32]=[CH:33][C:34]([C:37]#[N:38])=[N:35][CH:36]=2)O1.[O-]P([O-])([O-])=O.[K+].[K+].[K+].CC(C1C=C(C(C)C)C(C2C=CC=CC=2P(C2CCCCC2)C2CCCCC2)=C(C(C)C)C=1)C. The catalyst is O1CCOCC1.O.C1C=CC(/C=C/C(/C=C/C2C=CC=CC=2)=O)=CC=1.C1C=CC(/C=C/C(/C=C/C2C=CC=CC=2)=O)=CC=1.C1C=CC(/C=C/C(/C=C/C2C=CC=CC=2)=O)=CC=1.[Pd].[Pd]. The product is [C:37]([C:34]1[N:35]=[CH:36][C:31]([C:2]2[CH:3]=[CH:4][C:5]3[N:11]4[CH2:12][C@H:8]([CH2:9][CH2:10]4)[N:7]([C:13]([NH:15][C:16]4[CH:17]=[N:18][CH:19]=[CH:20][CH:21]=4)=[O:14])[C:6]=3[N:22]=2)=[CH:32][CH:33]=1)#[N:38]. The yield is 0.544. (4) The reactants are FC(F)(F)C(O)=O.[Cl:8][C:9]1[C:10]([F:38])=[C:11]([CH:15]2[C:19]([C:22]3[CH:27]=[CH:26][C:25]([Cl:28])=[CH:24][C:23]=3[F:29])([C:20]#[N:21])[CH:18]([CH2:30][C:31]([CH3:34])([CH3:33])[CH3:32])[NH:17][CH:16]2[C:35](O)=[O:36])[CH:12]=[CH:13][CH:14]=1.[NH2:39][C:40]1[CH:41]=[CH:42][C:43]([NH:46][C:47](=[O:49])[CH3:48])=[N:44][CH:45]=1.CN(C(ON1N=NC2C=CC=NC1=2)=[N+](C)C)C.F[P-](F)(F)(F)(F)F.CCN(C(C)C)C(C)C. The catalyst is C(Cl)Cl. The product is [C:47]([NH:46][C:43]1[N:44]=[CH:45][C:40]([NH:39][C:35]([CH:16]2[CH:15]([C:11]3[CH:12]=[CH:13][CH:14]=[C:9]([Cl:8])[C:10]=3[F:38])[C:19]([C:22]3[CH:27]=[CH:26][C:25]([Cl:28])=[CH:24][C:23]=3[F:29])([C:20]#[N:21])[CH:18]([CH2:30][C:31]([CH3:33])([CH3:34])[CH3:32])[NH:17]2)=[O:36])=[CH:41][CH:42]=1)(=[O:49])[CH3:48]. The yield is 0.890. (5) The reactants are [NH2:1][C@H:2]([CH3:30])[CH2:3][O:4][C:5]1[CH:14]=[CH:13][CH:12]=[C:11]2[C:6]=1[C:7]([NH:15][C:16]1[CH:21]=[CH:20][C:19]([O:22][CH2:23][C:24]3[N:25]=[CH:26][S:27][CH:28]=3)=[C:18]([Cl:29])[CH:17]=1)=[N:8][CH:9]=[N:10]2.[OH:31][C@H:32]1[CH2:37][CH2:36][O:35][C:33]1=[O:34]. No catalyst specified. The product is [Cl:29][C:18]1[CH:17]=[C:16]([NH:15][C:7]2[C:6]3[C:11](=[CH:12][CH:13]=[CH:14][C:5]=3[O:4][CH2:3][C@H:2]([NH:1][C:33](=[O:34])[C@@H:32]([OH:31])[CH2:37][CH2:36][OH:35])[CH3:30])[N:10]=[CH:9][N:8]=2)[CH:21]=[CH:20][C:19]=1[O:22][CH2:23][C:24]1[N:25]=[CH:26][S:27][CH:28]=1. The yield is 0.580. (6) The reactants are [Br:1][C:2]1[CH:7]=[CH:6][C:5]([OH:8])=[CH:4][CH:3]=1.[O:9]1[CH:14]=[CH:13][CH2:12][CH2:11][CH2:10]1. The catalyst is O.C1(C)C=CC(S(O)(=O)=O)=CC=1.ClCCl. The product is [Br:1][C:2]1[CH:7]=[CH:6][C:5]([O:8][CH:10]2[CH2:11][CH2:12][CH2:13][CH2:14][O:9]2)=[CH:4][CH:3]=1. The yield is 0.830. (7) The reactants are [CH2:1]([C:3]1[CH:8]=[CH:7][C:6]([C:9]2[C:14]([F:15])=[C:13]([F:16])[C:12]([OH:17])=[C:11]([CH2:18][CH2:19][C:20](=[O:22])[CH3:21])[CH:10]=2)=[CH:5][CH:4]=1)[CH3:2].[BH4-].[Na+]. The catalyst is C(O)(C)C.O. The product is [CH2:1]([C:3]1[CH:8]=[CH:7][C:6]([C:9]2[CH:10]=[C:11]([CH2:18][CH2:19][CH:20]([OH:22])[CH3:21])[C:12]([OH:17])=[C:13]([F:16])[C:14]=2[F:15])=[CH:5][CH:4]=1)[CH3:2]. The yield is 0.840. (8) The reactants are [F:1][C:2]1[CH:8]=[C:7](I)[CH:6]=[CH:5][C:3]=1[NH2:4].P([O-])([O-])([O-])=O.[K+].[K+].[K+].C(O)CO.[NH:22]1[CH2:25][CH2:24][CH2:23]1. The catalyst is C(O)(C)C.C(OCC)(=O)C.[Cu](I)I. The product is [N:22]1([C:7]2[CH:6]=[CH:5][C:3]([NH2:4])=[C:2]([F:1])[CH:8]=2)[CH2:25][CH2:24][CH2:23]1. The yield is 0.810. (9) The reactants are CO[C:3]([C:5]1[S:9][C:8]([NH:10][C:11](=[O:18])[C:12]2[CH:17]=[CH:16][CH:15]=[CH:14][CH:13]=2)=[N:7][CH:6]=1)=[O:4].[C-]#N.[Na+].[CH2:22]([NH2:29])[C:23]1[CH:28]=[CH:27][CH:26]=[CH:25][CH:24]=1. No catalyst specified. The product is [CH2:22]([NH:29][C:3]([C:5]1[S:9][C:8]([NH:10][C:11](=[O:18])[C:12]2[CH:13]=[CH:14][CH:15]=[CH:16][CH:17]=2)=[N:7][CH:6]=1)=[O:4])[C:23]1[CH:28]=[CH:27][CH:26]=[CH:25][CH:24]=1. The yield is 0.0500.